From a dataset of Reaction yield outcomes from USPTO patents with 853,638 reactions. Predict the reaction yield, written as a fraction of the theoretical maximum amount of product (1.0 means a 100% yield; for example, 0.34 means a 34% yield). (1) The reactants are [N:1]1[CH:6]=[CH:5][CH:4]=[N:3][C:2]=1[NH:7][CH2:8][CH2:9][CH2:10][N:11]1[C:19]2[C:14](=[CH:15][C:16]([C:20]([O:22]CC)=[O:21])=[CH:17][CH:18]=2)[CH:13]=[N:12]1.[OH-].[Na+]. The catalyst is C(O)C.O. The product is [N:3]1[CH:4]=[CH:5][CH:6]=[N:1][C:2]=1[NH:7][CH2:8][CH2:9][CH2:10][N:11]1[C:19]2[C:14](=[CH:15][C:16]([C:20]([OH:22])=[O:21])=[CH:17][CH:18]=2)[CH:13]=[N:12]1. The yield is 0.890. (2) The reactants are [CH2:1]([O:8][CH2:9][CH2:10][C@H:11]1[CH2:16][CH2:15][C@H:14](/[CH:17]=[N:18]/[S@@:19]([C:21]([CH3:24])([CH3:23])[CH3:22])=[O:20])[CH2:13][CH2:12]1)[C:2]1[CH:7]=[CH:6][CH:5]=[CH:4][CH:3]=1.[CH2:25]([Mg]Cl)[CH:26]=[CH2:27].N#N. The catalyst is C(Cl)Cl. The product is [CH2:1]([O:8][CH2:9][CH2:10][C@H:11]1[CH2:16][CH2:15][C@H:14]([CH:17]([NH:18][S@@:19]([C:21]([CH3:24])([CH3:23])[CH3:22])=[O:20])[CH2:27][CH:26]=[CH2:25])[CH2:13][CH2:12]1)[C:2]1[CH:7]=[CH:6][CH:5]=[CH:4][CH:3]=1. The yield is 1.00. (3) The reactants are [CH3:1][S:2]([N:5]1[CH2:10][CH2:9][N:8]([CH2:11][CH2:12][C:13]2[CH:18]=[CH:17][C:16]([N+:19]([O-])=O)=[CH:15][N:14]=2)[CH2:7][CH2:6]1)(=[O:4])=[O:3]. The catalyst is CO.[Pd]. The product is [CH3:1][S:2]([N:5]1[CH2:6][CH2:7][N:8]([CH2:11][CH2:12][C:13]2[N:14]=[CH:15][C:16]([NH2:19])=[CH:17][CH:18]=2)[CH2:9][CH2:10]1)(=[O:4])=[O:3]. The yield is 0.990. (4) The yield is 0.110. The catalyst is CO.C1C=CC(P(C2C=CC=CC=2)[C-]2C=CC=C2)=CC=1.C1C=CC(P(C2C=CC=CC=2)[C-]2C=CC=C2)=CC=1.Cl[Pd]Cl.[Fe+2]. The product is [OH:22][C:19]([C:16]1[CH:17]=[CH:18][C:13]([C:12]([NH:11][C:4]2[CH:3]=[C:2]([C:26]3[CH:27]=[CH:28][S:24][CH:25]=3)[N:7]3[N:8]=[CH:9][CH:10]=[C:6]3[N:5]=2)=[O:23])=[CH:14][CH:15]=1)([CH3:21])[CH3:20]. The reactants are Cl[C:2]1[N:7]2[N:8]=[CH:9][CH:10]=[C:6]2[N:5]=[C:4]([NH:11][C:12](=[O:23])[C:13]2[CH:18]=[CH:17][C:16]([C:19]([OH:22])([CH3:21])[CH3:20])=[CH:15][CH:14]=2)[CH:3]=1.[S:24]1[CH:28]=[CH:27][C:26](B(O)O)=[CH:25]1.O1CCOCC1. (5) The reactants are [CH2:1]([O:3][C:4]1[CH:5]=[C:6]2[C:11](=[CH:12][CH:13]=1)[CH:10]=[C:9]([C:14]([C:16]1[CH:17]=[C:18]([CH:21]=[CH:22][C:23]=1F)[C:19]#[N:20])=O)[CH:8]=[CH:7]2)[CH3:2].O.[NH2:26][NH2:27]. The catalyst is C1(C)C=CC=CC=1. The product is [CH2:1]([O:3][C:4]1[CH:5]=[C:6]2[C:11](=[CH:12][CH:13]=1)[CH:10]=[C:9]([C:14]1[C:16]3[C:23](=[CH:22][CH:21]=[C:18]([C:19]#[N:20])[CH:17]=3)[NH:27][N:26]=1)[CH:8]=[CH:7]2)[CH3:2]. The yield is 0.880. (6) The reactants are [Cl:1][C:2]1[CH:3]=[C:4]([CH:7]=[CH:8][C:9]=1[OH:10])[CH:5]=[O:6].[C:11]([O-])([O-])=O.[K+].[K+].CI. The catalyst is CN(C=O)C. The product is [Cl:1][C:2]1[CH:3]=[C:4]([CH:7]=[CH:8][C:9]=1[O:10][CH3:11])[CH:5]=[O:6]. The yield is 0.930.